From a dataset of Cav3 T-type calcium channel HTS with 100,875 compounds. Binary Classification. Given a drug SMILES string, predict its activity (active/inactive) in a high-throughput screening assay against a specified biological target. The molecule is O(c1ccc(C(CC(=O)NC)C(O)=O)cc1)C(C)C. The result is 0 (inactive).